Dataset: Forward reaction prediction with 1.9M reactions from USPTO patents (1976-2016). Task: Predict the product of the given reaction. Given the reactants [F:1][C:2]([F:36])([F:35])[C:3]1[CH:4]=[C:5]([C:13]([CH3:34])([CH3:33])[C:14]([N:16]([C:18]2[CH:19]=[N:20][C:21](Cl)=[CH:22][C:23]=2[C:24]2[CH:29]=[CH:28][C:27]([F:30])=[CH:26][C:25]=2[CH3:31])[CH3:17])=[O:15])[CH:6]=[C:7]([C:9]([F:12])([F:11])[F:10])[CH:8]=1.[S:37]1(=[O:47])(=[O:46])[N:41]2[CH2:42][CH2:43][NH:44][CH2:45][CH:40]2[CH2:39][CH2:38]1.C(=O)([O-])[O-].[K+].[K+].[NH4+].[Cl-], predict the reaction product. The product is: [F:1][C:2]([F:36])([F:35])[C:3]1[CH:4]=[C:5]([C:13]([CH3:34])([CH3:33])[C:14]([N:16]([C:18]2[CH:19]=[N:20][C:21]([N:44]3[CH2:43][CH2:42][N:41]4[S:37](=[O:47])(=[O:46])[CH2:38][CH2:39][CH:40]4[CH2:45]3)=[CH:22][C:23]=2[C:24]2[CH:29]=[CH:28][C:27]([F:30])=[CH:26][C:25]=2[CH3:31])[CH3:17])=[O:15])[CH:6]=[C:7]([C:9]([F:12])([F:11])[F:10])[CH:8]=1.